Dataset: Drug-target binding data from BindingDB using Ki measurements. Task: Regression. Given a target protein amino acid sequence and a drug SMILES string, predict the binding affinity score between them. We predict pKi (pKi = -log10(Ki in M); higher means stronger inhibition). Dataset: bindingdb_ki. (1) The drug is COc1ccc2c(Oc3ccc(NC(=O)c4c(C)n(CC(C)(C)O)n(-c5ccccc5)c4=O)nc3)ccnc2c1. The target protein sequence is VHFNEVIGRGHFGCIYHGTLLDNDGKKIHCAVKSLNRITDIGEVSQFLTEGIIMKDFSHPNVLSLLGICLRSEGSPLVVLPYMKHGDLRNFIRNETHNPTVKDLIGFGLQVAKGMKYLASKKFVHRDLAARNCMLDEKFTVKVADFGLARDMYDKEYYSVHNKTGAKLPVKWMALESLQTQKFTTKSDVWSFGVVLWELMTRGAPPYPDVNTFDITVYLLQGRRLLQPEYCPDPLYEVMLKCWHPKAEMRPSFSELVSRISAIFSTFI. The pKi is 8.9. (2) The compound is COc1ccc(C(CN(C)C)C2(O)CCCCC2)cc1. The target is MLLARMKPQVQPELGGADQ. The pKi is 9.1.